Dataset: Full USPTO retrosynthesis dataset with 1.9M reactions from patents (1976-2016). Task: Predict the reactants needed to synthesize the given product. (1) Given the product [N:1]1[N:2]=[C:3]([C:10]2[CH:19]=[CH:18][C:17]3[C:12](=[C:13]([OH:21])[CH:14]=[C:15]([F:20])[CH:16]=3)[N:11]=2)[N:4]2[CH:9]=[CH:8][CH:7]=[CH:6][C:5]=12, predict the reactants needed to synthesize it. The reactants are: [N:1]1[N:2]=[C:3]([C:10]2[CH:19]=[CH:18][C:17]3[C:12](=[C:13]([O:21][Si](C(C)C)(C(C)C)C(C)C)[CH:14]=[C:15]([F:20])[CH:16]=3)[N:11]=2)[N:4]2[CH:9]=[CH:8][CH:7]=[CH:6][C:5]=12.CCCC[N+](CCCC)(CCCC)CCCC.[F-]. (2) Given the product [C:1]1([CH2:7][CH2:8][C:9]2[CH:10]=[C:11]([CH2:15][O:16][C:17]3[CH:18]=[CH:19][C:20]([CH2:23][CH2:24][C:25]([O:27][CH3:28])=[O:26])=[CH:21][CH:22]=3)[CH:12]=[CH:13][CH:14]=2)[CH:6]=[CH:5][CH:4]=[CH:3][CH:2]=1, predict the reactants needed to synthesize it. The reactants are: [C:1]1(/[CH:7]=[CH:8]/[C:9]2[CH:10]=[C:11]([CH2:15][O:16][C:17]3[CH:22]=[CH:21][C:20]([CH2:23][CH2:24][C:25]([O:27][CH3:28])=[O:26])=[CH:19][CH:18]=3)[CH:12]=[CH:13][CH:14]=2)[CH:6]=[CH:5][CH:4]=[CH:3][CH:2]=1.